Dataset: Reaction yield outcomes from USPTO patents with 853,638 reactions. Task: Predict the reaction yield, written as a fraction of the theoretical maximum amount of product (1.0 means a 100% yield; for example, 0.34 means a 34% yield). The reactants are C(O[C:6]([NH:8][CH2:9][CH2:10][O:11][C:12](=[O:36])[CH2:13][O:14][C:15]1[CH:20]=[CH:19][C:18]([CH2:21][CH2:22][CH2:23][CH2:24][NH:25][C:26]([O:28][CH2:29][C:30]2[CH:35]=[CH:34][CH:33]=[CH:32][CH:31]=2)=[O:27])=[CH:17][CH:16]=1)=O)(C)(C)C.[CH2:37](OC(NCCC[CH2:37][C:38]1C=CC(OCC(O)=O)=[CH:40][CH:39]=1)=O)[C:38]1C=CC=[CH:40][CH:39]=1. No catalyst specified. The product is [N:8]1([CH2:9][CH2:10][O:11][C:12](=[O:36])[CH2:13][O:14][C:15]2[CH:16]=[CH:17][C:18]([CH2:21][CH2:22][CH2:23][CH2:24][NH:25][C:26]([O:28][CH2:29][C:30]3[CH:31]=[CH:32][CH:33]=[CH:34][CH:35]=3)=[O:27])=[CH:19][CH:20]=2)[CH2:6][CH2:40][CH2:39][CH2:38][CH2:37]1. The yield is 0.600.